Dataset: Merck oncology drug combination screen with 23,052 pairs across 39 cell lines. Task: Regression. Given two drug SMILES strings and cell line genomic features, predict the synergy score measuring deviation from expected non-interaction effect. (1) Drug 1: Nc1ccn(C2OC(CO)C(O)C2(F)F)c(=O)n1. Drug 2: Cn1nnc2c(C(N)=O)ncn2c1=O. Cell line: RKO. Synergy scores: synergy=-11.0. (2) Drug 1: Cn1nnc2c(C(N)=O)ncn2c1=O. Drug 2: C#Cc1cccc(Nc2ncnc3cc(OCCOC)c(OCCOC)cc23)c1. Cell line: NCIH520. Synergy scores: synergy=19.5. (3) Drug 1: O=c1[nH]cc(F)c(=O)[nH]1. Drug 2: COC1CC2CCC(C)C(O)(O2)C(=O)C(=O)N2CCCCC2C(=O)OC(C(C)CC2CCC(OP(C)(C)=O)C(OC)C2)CC(=O)C(C)C=C(C)C(O)C(OC)C(=O)C(C)CC(C)C=CC=CC=C1C. Cell line: A2780. Synergy scores: synergy=16.3. (4) Drug 1: CCC1(O)CC2CN(CCc3c([nH]c4ccccc34)C(C(=O)OC)(c3cc4c(cc3OC)N(C)C3C(O)(C(=O)OC)C(OC(C)=O)C5(CC)C=CCN6CCC43C65)C2)C1. Drug 2: O=C(NOCC(O)CO)c1ccc(F)c(F)c1Nc1ccc(I)cc1F. Cell line: A2058. Synergy scores: synergy=14.2. (5) Drug 1: CN(Cc1cnc2nc(N)nc(N)c2n1)c1ccc(C(=O)NC(CCC(=O)O)C(=O)O)cc1. Drug 2: NC1(c2ccc(-c3nc4ccn5c(=O)[nH]nc5c4cc3-c3ccccc3)cc2)CCC1. Cell line: LOVO. Synergy scores: synergy=-6.34. (6) Drug 1: O=P1(N(CCCl)CCCl)NCCCO1. Drug 2: CC(C)CC(NC(=O)C(Cc1ccccc1)NC(=O)c1cnccn1)B(O)O. Cell line: SW620. Synergy scores: synergy=8.08.